Dataset: Forward reaction prediction with 1.9M reactions from USPTO patents (1976-2016). Task: Predict the product of the given reaction. (1) The product is: [O:42]=[S:2]1(=[O:1])[CH2:7][CH2:6][CH:5]([CH2:8][O:9][C:10]2[CH:15]=[C:14]([CH3:16])[C:13]([C:17]3[CH:22]=[CH:21][CH:20]=[C:19]([CH2:23][O:24][C:25]4[CH:26]=[CH:27][C:28]([C:31]5([CH2:35][C:36]([OH:38])=[O:37])[CH2:34][O:33][CH2:32]5)=[CH:29][CH:30]=4)[CH:18]=3)=[C:12]([CH3:41])[CH:11]=2)[CH2:4][CH2:3]1. Given the reactants [O:1]=[S:2]1(=[O:42])[CH2:7][CH2:6][CH:5]([CH2:8][O:9][C:10]2[CH:15]=[C:14]([CH3:16])[C:13]([C:17]3[CH:22]=[CH:21][CH:20]=[C:19]([CH2:23][O:24][C:25]4[CH:30]=[CH:29][C:28]([C:31]5([CH2:35][C:36]([O:38]CC)=[O:37])[CH2:34][O:33][CH2:32]5)=[CH:27][CH:26]=4)[CH:18]=3)=[C:12]([CH3:41])[CH:11]=2)[CH2:4][CH2:3]1, predict the reaction product. (2) Given the reactants [Cl:1][C:2]1[NH:3][CH:4]=[C:5]([I:7])[N:6]=1.S(=O)(=O)(O)O.[N+:13]([O-])([OH:15])=[O:14], predict the reaction product. The product is: [Cl:1][C:2]1[NH:6][C:5]([I:7])=[C:4]([N+:13]([O-:15])=[O:14])[N:3]=1. (3) Given the reactants [Cl:1][C:2]1[CH:3]=[C:4]([CH:9]([C:14]([O:16]C)=[O:15])[C:10]([O:12]C)=[O:11])[CH:5]=[C:6]([Cl:8])[CH:7]=1.[OH-].[Na+].Cl.ClCCl, predict the reaction product. The product is: [Cl:1][C:2]1[CH:3]=[C:4]([CH:9]([C:10]([OH:12])=[O:11])[C:14]([OH:16])=[O:15])[CH:5]=[C:6]([Cl:8])[CH:7]=1. (4) Given the reactants S(=O)(=O)(O)O.[CH2:6]([O:13][N:14]=[C:15]1[CH2:20][NH:19][C@H:18]([C:21]#[N:22])[CH2:17][CH2:16]1)[C:7]1[CH:12]=[CH:11][CH:10]=[CH:9][CH:8]=1.C(O[BH-](OC(=O)C)OC(=O)C)(=O)C.[Na+].C(=O)([O-])O.[K+], predict the reaction product. The product is: [CH2:6]([O:13][NH:14][CH:15]1[CH2:20][NH:19][C@H:18]([C:21]#[N:22])[CH2:17][CH2:16]1)[C:7]1[CH:12]=[CH:11][CH:10]=[CH:9][CH:8]=1.